Dataset: Forward reaction prediction with 1.9M reactions from USPTO patents (1976-2016). Task: Predict the product of the given reaction. (1) Given the reactants FC(F)(F)S([O:6][S:7]([C:10]([F:13])([F:12])[F:11])(=[O:9])=[O:8])(=O)=O.[CH2:16]([O:18][C:19]1[CH:24]=[C:23]([C:25]([O:27][CH2:28][CH3:29])=[O:26])[CH:22]=[C:21](O)[C:20]=1[C:31]1[CH:36]=[CH:35][C:34]([F:37])=[CH:33][CH:32]=1)[CH3:17], predict the reaction product. The product is: [CH2:16]([O:18][C:19]1[CH:24]=[C:23]([C:25]([O:27][CH2:28][CH3:29])=[O:26])[CH:22]=[C:21]([O:6][S:7]([C:10]([F:11])([F:12])[F:13])(=[O:8])=[O:9])[C:20]=1[C:31]1[CH:36]=[CH:35][C:34]([F:37])=[CH:33][CH:32]=1)[CH3:17]. (2) Given the reactants F[P-](F)(F)(F)(F)F.N1(O[P+](N(C)C)(N(C)C)N(C)C)C2C=CC=C[C:11]=2N=N1.C1(C[C@H](N2CC3C(=CC=CC=3S(C)(=O)=O)C2=O)C(O)=O)CCCCC1.C1(C[C@H](N2CC3C(=C(S(C)(=O)=O)C=CC=3)C2=O)C(O)=O)CCCCC1.NC1C=CN=CN=1.[CH:85]1([CH2:91][C@H:92]([N:101]2[CH2:109][C:108]3[C:103](=[CH:104][CH:105]=[CH:106][CH:107]=3)[C:102]2=[O:110])[C:93]([NH:95][C:96]2[S:97][CH:98]=[CH:99][N:100]=2)=[O:94])[CH2:90][CH2:89][CH2:88][CH2:87][CH2:86]1, predict the reaction product. The product is: [CH:85]1([CH2:91][CH:92]([N:101]2[CH2:109][C:108]3[C:103](=[CH:104][CH:105]=[CH:106][CH:107]=3)[C:102]2=[O:110])[C:93]([NH:95][C:96]2[S:97][CH:98]=[CH:99][N:100]=2)=[O:94])[CH2:86][CH2:87][CH2:88][CH2:89][CH2:90][CH2:11]1. (3) Given the reactants [NH:1]1[C:9]2[C:4](=[CH:5][CH:6]=[CH:7][CH:8]=2)[C:3]([CH2:10][NH2:11])=[CH:2]1.C1COCC1.[CH3:17][N:18]([CH3:32])[C:19]1([C:26]2[CH:31]=[CH:30][CH:29]=[CH:28][CH:27]=2)[CH2:24][CH2:23][C:22](=O)[CH2:21][CH2:20]1.C(O)(=O)C, predict the reaction product. The product is: [NH:1]1[C:9]2[C:4](=[CH:5][CH:6]=[CH:7][CH:8]=2)[C:3]([CH2:10][NH:11][CH:22]2[CH2:21][CH2:20][C:19]([C:26]3[CH:27]=[CH:28][CH:29]=[CH:30][CH:31]=3)([N:18]([CH3:32])[CH3:17])[CH2:24][CH2:23]2)=[CH:2]1. (4) Given the reactants [C:1](Cl)(=[O:5])[C:2](Cl)=[O:3].C(Cl)(Cl)Cl.N1C=CC=CC=1.[F:17][C:18]1[CH:19]=[C:20]([C@H:26]2[NH:31][C@@H:30]([C:32]([OH:35])([CH3:34])[CH3:33])[CH2:29][O:28][CH2:27]2)[CH:21]=[C:22]([F:25])[C:23]=1[F:24], predict the reaction product. The product is: [CH3:34][C:32]1([CH3:33])[C@H:30]2[CH2:29][O:28][CH2:27][C@@H:26]([C:20]3[CH:19]=[C:18]([F:17])[C:23]([F:24])=[C:22]([F:25])[CH:21]=3)[N:31]2[C:2](=[O:3])[C:1](=[O:5])[O:35]1. (5) Given the reactants [Cl:1][C:2]1[C:3]2[N:4]([CH:12]=[C:13]([C:15]([OH:17])=O)[N:14]=2)[CH:5]=[C:6]([C:8]([F:11])([F:10])[F:9])[CH:7]=1.CCN=C=NCCCN(C)C.Cl.C1C=CC2N(O)N=NC=2C=1.[CH2:40]([O:43][C:44]1[C:53]([Cl:54])=[CH:52][C:47]([C:48](=[N:50]O)[NH2:49])=[C:46]([Cl:55])[CH:45]=1)[CH:41]=[CH2:42], predict the reaction product. The product is: [CH2:40]([O:43][C:44]1[C:53]([Cl:54])=[CH:52][C:47]([C:48]2[N:50]=[C:15]([C:13]3[N:14]=[C:3]4[C:2]([Cl:1])=[CH:7][C:6]([C:8]([F:9])([F:10])[F:11])=[CH:5][N:4]4[CH:12]=3)[O:17][N:49]=2)=[C:46]([Cl:55])[CH:45]=1)[CH:41]=[CH2:42].